This data is from Forward reaction prediction with 1.9M reactions from USPTO patents (1976-2016). The task is: Predict the product of the given reaction. (1) Given the reactants CN(C)C=O.Br[C:7]1[CH:8]=[N:9][C:10]([CH3:13])=[N:11][CH:12]=1.C([Sn](CCCC)(CCCC)[C:19]([O:21][CH2:22][CH3:23])=[CH2:20])CCC.[F-].[K+], predict the reaction product. The product is: [CH2:22]([O:21][C:19]([C:7]1[CH:8]=[N:9][C:10]([CH3:13])=[N:11][CH:12]=1)=[CH2:20])[CH3:23]. (2) Given the reactants [C:1]([C:4]1[O:5][CH:6]=[CH:7][CH:8]=1)(=[O:3])[CH3:2].[Br:9]N1C(=O)CCC1=O, predict the reaction product. The product is: [C:1]([C:4]1[O:5][C:6]([Br:9])=[CH:7][CH:8]=1)(=[O:3])[CH3:2].